From a dataset of Forward reaction prediction with 1.9M reactions from USPTO patents (1976-2016). Predict the product of the given reaction. The product is: [F:1][C:2]1[CH:3]=[CH:4][C:5]2[N:9]=[C:8]([CH:10]3[CH2:15][CH2:14][N:13]([CH2:16][C:17]4[CH:22]=[CH:21][C:20]([C:23]5[N:24]=[CH:25][C:26]([C:27](=[NH:38])[NH2:28])=[CH:29][C:30]=5[C:31]5[CH:32]=[CH:33][CH:34]=[CH:35][CH:36]=5)=[CH:19][CH:18]=4)[CH2:12][CH2:11]3)[NH:7][C:6]=2[CH:37]=1. Given the reactants [F:1][C:2]1[CH:3]=[CH:4][C:5]2[N:9]=[C:8]([CH:10]3[CH2:15][CH2:14][N:13]([CH2:16][C:17]4[CH:22]=[CH:21][C:20]([C:23]5[C:30]([C:31]6[CH:36]=[CH:35][CH:34]=[CH:33][CH:32]=6)=[CH:29][C:26]([C:27]#[N:28])=[CH:25][N:24]=5)=[CH:19][CH:18]=4)[CH2:12][CH2:11]3)[NH:7][C:6]=2[CH:37]=1.[NH:38]1CCC(N2C3C=CC=CC=3NC2=O)CC1.[Li+].C[Si]([N-][Si](C)(C)C)(C)C.Cl.[OH-].[Na+], predict the reaction product.